From a dataset of Full USPTO retrosynthesis dataset with 1.9M reactions from patents (1976-2016). Predict the reactants needed to synthesize the given product. (1) Given the product [NH2:35][C:34]1[CH:36]=[CH:37][C:31]([C:2]2[N:3]=[C:4]([N:16]3[CH2:21][CH2:20][O:19][CH2:18][C@@H:17]3[CH3:22])[C:5]3[CH2:10][N:9]([C:11]([O:13][CH2:14][CH3:15])=[O:12])[CH2:8][C:6]=3[N:7]=2)=[CH:32][CH:33]=1, predict the reactants needed to synthesize it. The reactants are: Cl[C:2]1[N:3]=[C:4]([N:16]2[CH2:21][CH2:20][O:19][CH2:18][C@@H:17]2[CH3:22])[C:5]2[CH2:10][N:9]([C:11]([O:13][CH2:14][CH3:15])=[O:12])[CH2:8][C:6]=2[N:7]=1.CC1(C)C(C)(C)OB([C:31]2[CH:37]=[CH:36][C:34]([NH2:35])=[CH:33][CH:32]=2)O1.C([O-])([O-])=O.[Na+].[Na+]. (2) Given the product [S:26]([O:18][CH2:17][CH2:16][O:15][CH2:14][CH2:13][O:12][CH2:11][CH2:10][O:9][CH2:8][CH2:7][O:6][CH2:5][CH2:4][O:3][CH2:2][CH2:1][OH:19])([C:29]1[CH:35]=[CH:34][C:32]([CH3:33])=[CH:31][CH:30]=1)(=[O:28])=[O:27], predict the reactants needed to synthesize it. The reactants are: [CH2:1]([OH:19])[CH2:2][O:3][CH2:4][CH2:5][O:6][CH2:7][CH2:8][O:9][CH2:10][CH2:11][O:12][CH2:13][CH2:14][O:15][CH2:16][CH2:17][OH:18].N1C=CC=CC=1.[S:26](Cl)([C:29]1[CH:35]=[CH:34][C:32]([CH3:33])=[CH:31][CH:30]=1)(=[O:28])=[O:27]. (3) Given the product [NH2:22][C:19]1[CH:18]=[CH:17][C:16]([CH:7]([CH2:6][CH:1]2[CH2:5][CH2:4][CH2:3][CH2:2]2)[C:8]([NH:10][C:11]2[S:12][CH:13]=[CH:14][N:15]=2)=[O:9])=[CH:21][CH:20]=1, predict the reactants needed to synthesize it. The reactants are: [CH:1]1([CH2:6][CH:7]([C:16]2[CH:21]=[CH:20][C:19]([N+:22]([O-])=O)=[CH:18][CH:17]=2)[C:8]([NH:10][C:11]2[S:12][CH:13]=[CH:14][N:15]=2)=[O:9])[CH2:5][CH2:4][CH2:3][CH2:2]1.[H][H]. (4) Given the product [Cl:1][C:2]1[CH:7]=[CH:6][C:5]([S:8][C:9]2[C:17]3[C:12](=[N:13][CH:14]=[CH:15][CH:16]=3)[NH:11][C:10]=2[CH:18]2[CH2:19][CH2:20][C:21](=[O:24])[CH2:22][CH2:23]2)=[CH:4][CH:3]=1, predict the reactants needed to synthesize it. The reactants are: [Cl:1][C:2]1[CH:7]=[CH:6][C:5]([S:8][C:9]2[C:17]3[C:12](=[N:13][CH:14]=[CH:15][CH:16]=3)[NH:11][C:10]=2[C@H:18]2[CH2:23][CH2:22][C@H:21]([OH:24])[CH2:20][CH2:19]2)=[CH:4][CH:3]=1. (5) Given the product [S:1]([O-:5])([O-:4])(=[O:3])=[O:2].[Al+3:7].[S:1]([O-:5])([O-:4])(=[O:3])=[O:2].[S:1]([O-:5])([O-:4])(=[O:3])=[O:2].[Al+3:7], predict the reactants needed to synthesize it. The reactants are: [S:1](=[O:5])(=[O:4])([OH:3])[OH:2].[Cl-].[Al+3:7].[Cl-].[Cl-]. (6) The reactants are: O=[C:2]1[NH:7][C:6]([C:8]([O:10][CH2:11][CH3:12])=[O:9])=[N:5][C:4]2=[N:13][N:14]([CH2:16][C:17]3[CH:22]=[CH:21][C:20]([CH2:23][N:24]4[CH:28]=[CH:27][CH:26]=[N:25]4)=[CH:19][CH:18]=3)[CH:15]=[C:3]12.O=P(Cl)(Cl)[Cl:31].CN(C)C=O. Given the product [N:24]1([CH2:23][C:20]2[CH:21]=[CH:22][C:17]([CH2:16][N:14]3[CH:15]=[C:3]4[C:4]([N:5]=[C:6]([C:8]([O:10][CH2:11][CH3:12])=[O:9])[N:7]=[C:2]4[Cl:31])=[N:13]3)=[CH:18][CH:19]=2)[CH:28]=[CH:27][CH:26]=[N:25]1, predict the reactants needed to synthesize it. (7) Given the product [F:8][CH:9]([F:17])[CH:10]([N:1]1[CH:5]=[CH:4][CH:3]=[N:2]1)[CH2:11][C:12]([OH:14])=[O:13], predict the reactants needed to synthesize it. The reactants are: [NH:1]1[CH:5]=[CH:4][CH:3]=[N:2]1.[H-].[Na+].[F:8][CH:9]([F:17])/[CH:10]=[CH:11]/[C:12]([O:14]CC)=[O:13]. (8) Given the product [CH3:1][O:2][CH2:3][O:4][CH:5]([CH2:8][N:9]1[C:14](=[O:15])[CH:13]=[N:12][C:11]2[CH:16]=[CH:17][C:18]([O:20][CH3:21])=[N:19][C:10]1=2)[CH2:6][NH:22][CH2:23][C@@H:24]1[CH2:28][N:27]([C:29]2[CH:30]=[CH:31][C:32]3[O:33][CH2:34][C:35](=[O:39])[NH:36][C:37]=3[N:38]=2)[C:26](=[O:40])[CH2:25]1, predict the reactants needed to synthesize it. The reactants are: [CH3:1][O:2][CH2:3][O:4][CH:5]([CH2:8][N:9]1[C:14](=[O:15])[CH:13]=[N:12][C:11]2[CH:16]=[CH:17][C:18]([O:20][CH3:21])=[N:19][C:10]1=2)[CH:6]=O.[NH2:22][CH2:23][C@@H:24]1[CH2:28][N:27]([C:29]2[CH:30]=[CH:31][C:32]3[O:33][CH2:34][C:35](=[O:39])[NH:36][C:37]=3[N:38]=2)[C:26](=[O:40])[CH2:25]1.C(O)(=O)C.S([O-])([O-])(=O)=O.[Na+].[Na+].C(O[BH-](OC(=O)C)OC(=O)C)(=O)C.[Na+].